This data is from Full USPTO retrosynthesis dataset with 1.9M reactions from patents (1976-2016). The task is: Predict the reactants needed to synthesize the given product. (1) Given the product [O:33]1[CH2:34][CH2:35][O:36][CH:32]1[CH2:31][CH2:30][CH2:29][CH2:28][O:20][C:16]1[CH:15]=[C:14]([C:2]([OH:1])([C:8]2[CH:13]=[CH:12][CH:11]=[CH:10][CH:9]=2)[C:3]([O:5][CH2:6][CH3:7])=[O:4])[CH:19]=[CH:18][CH:17]=1, predict the reactants needed to synthesize it. The reactants are: [OH:1][C:2]([C:14]1[CH:19]=[CH:18][CH:17]=[C:16]([OH:20])[CH:15]=1)([C:8]1[CH:13]=[CH:12][CH:11]=[CH:10][CH:9]=1)[C:3]([O:5][CH2:6][CH3:7])=[O:4].C(=O)([O-])[O-].[K+].[K+].Cl[CH2:28][CH2:29][CH2:30][CH2:31][CH:32]1[O:36][CH2:35][CH2:34][O:33]1.S([O-])(O)(=O)=O.[K+]. (2) Given the product [CH:32]([O:35][C:36](=[O:37])[NH:1][CH:2]1[CH2:22][C:5]2[N:6]([CH2:15][C:16]3[CH:21]=[CH:20][CH:19]=[CH:18][N:17]=3)[C:7]3[CH:8]=[CH:9][C:10]([C:13]#[N:14])=[CH:11][C:12]=3[C:4]=2[CH2:3]1)([CH3:34])[CH3:33], predict the reactants needed to synthesize it. The reactants are: [NH2:1][CH:2]1[CH2:22][C:5]2[N:6]([CH2:15][C:16]3[CH:21]=[CH:20][CH:19]=[CH:18][N:17]=3)[C:7]3[CH:8]=[CH:9][C:10]([C:13]#[N:14])=[CH:11][C:12]=3[C:4]=2[CH2:3]1.C(N(C(C)C)CC)(C)C.[CH:32]([O:35][C:36](Cl)=[O:37])([CH3:34])[CH3:33].